From a dataset of Full USPTO retrosynthesis dataset with 1.9M reactions from patents (1976-2016). Predict the reactants needed to synthesize the given product. (1) Given the product [S:32]1[CH:36]=[CH:35][CH:34]=[C:33]1[C:37]1[CH:17]=[CH:18][CH:19]=[CH:20][C:15]=1[CH2:16][NH:12][C:4](=[O:6])[C:3]1[CH:7]=[CH:8][CH:9]=[N:10][C:2]=1[NH2:1], predict the reactants needed to synthesize it. The reactants are: [NH2:1][C:2]1[N:10]=[CH:9][CH:8]=[CH:7][C:3]=1[C:4]([OH:6])=O.O[N:12]1[C:16]2[CH:17]=[CH:18][CH:19]=[CH:20][C:15]=2N=N1.CCN=C=NCCCN(C)C.[S:32]1[CH:36]=[CH:35][CH:34]=[C:33]1[CH2:37]N.C(=O)(O)[O-].[Na+]. (2) Given the product [Cl:1][C:2]1[S:6][C:5]([NH:7][S:8]([C:11]2[CH:20]=[CH:19][C:14]([C:15]([OH:17])=[O:16])=[C:13]([F:21])[CH:12]=2)(=[O:10])=[O:9])=[N:4][CH:3]=1, predict the reactants needed to synthesize it. The reactants are: [Cl:1][C:2]1[S:6][C:5]([NH:7][S:8]([C:11]2[CH:20]=[CH:19][C:14]([C:15]([O:17]C)=[O:16])=[C:13]([F:21])[CH:12]=2)(=[O:10])=[O:9])=[N:4][CH:3]=1.[OH-].[Na+]. (3) Given the product [NH2:1][C:4]1[CH:5]=[N:6][C:7]2[C:12]([C:13]=1[NH:14][CH2:15][CH2:16][NH:17][C:18](=[O:24])[O:19][C:20]([CH3:22])([CH3:21])[CH3:23])=[CH:11][CH:10]=[CH:9][CH:8]=2, predict the reactants needed to synthesize it. The reactants are: [N+:1]([C:4]1[CH:5]=[N:6][C:7]2[C:12]([C:13]=1[NH:14][CH2:15][CH2:16][NH:17][C:18](=[O:24])[O:19][C:20]([CH3:23])([CH3:22])[CH3:21])=[CH:11][CH:10]=[CH:9][CH:8]=2)([O-])=O. (4) Given the product [Br:1][C:2]1[C:3]([CH:8]=[N:12][NH:11][CH3:10])=[N:4][CH:5]=[CH:6][CH:7]=1, predict the reactants needed to synthesize it. The reactants are: [Br:1][C:2]1[C:3]([CH:8]=O)=[N:4][CH:5]=[CH:6][CH:7]=1.[CH3:10][NH:11][NH2:12]. (5) Given the product [CH:18]([OH:24])=[O:19].[NH2:17][C@H:12]1[CH2:13][CH2:14][CH2:15][CH2:16][C@H:11]1[NH:10][C:7]1[CH:6]=[C:5]([NH:25][C:26]2[CH:31]=[C:30]([OH:32])[CH:29]=[C:28]([CH3:33])[N:27]=2)[C:4]([C:1]([NH2:2])=[O:3])=[N:9][CH:8]=1, predict the reactants needed to synthesize it. The reactants are: [C:1]([C:4]1[N:9]=[CH:8][C:7]([NH:10][C@@H:11]2[CH2:16][CH2:15][CH2:14][CH2:13][C@@H:12]2[NH:17][C:18](=[O:24])[O:19]C(C)(C)C)=[CH:6][C:5]=1[NH:25][C:26]1[CH:31]=[C:30]([OH:32])[CH:29]=[C:28]([CH3:33])[N:27]=1)(=[O:3])[NH2:2].C(O)(C(F)(F)F)=O.